This data is from Forward reaction prediction with 1.9M reactions from USPTO patents (1976-2016). The task is: Predict the product of the given reaction. (1) The product is: [OH:3][CH2:4][CH2:5][CH2:6][CH2:7][O:8][C:9]1[CH:14]=[CH:13][C:12]([C:15]2[CH:20]=[CH:19][C:18]([C:21]([OH:23])=[O:22])=[CH:17][CH:16]=2)=[CH:11][C:10]=1[C:26]1[CH:35]=[CH:34][C:33]2[C:32]([CH3:37])([CH3:36])[CH2:31][CH2:30][C:29]([CH3:39])([CH3:38])[C:28]=2[CH:27]=1. Given the reactants [OH-].[Na+].[OH:3][CH2:4][CH2:5][CH2:6][CH2:7][O:8][C:9]1[CH:14]=[CH:13][C:12]([C:15]2[CH:20]=[CH:19][C:18]([C:21]([O:23]CC)=[O:22])=[CH:17][CH:16]=2)=[CH:11][C:10]=1[C:26]1[CH:35]=[CH:34][C:33]2[C:32]([CH3:37])([CH3:36])[CH2:31][CH2:30][C:29]([CH3:39])([CH3:38])[C:28]=2[CH:27]=1.Cl, predict the reaction product. (2) The product is: [OH:18][C:2]1[CH:3]=[N:4][C:5]2[C:10]([CH:11]=1)=[CH:9][CH:8]=[CH:7][CH:6]=2. Given the reactants Br[C:2]1[CH:3]=[N:4][C:5]2[C:10]([CH:11]=1)=[CH:9][CH:8]=[CH:7][CH:6]=2.C([Li])CCC.C[O:18]B(OC)OC.C(OO)(=O)C, predict the reaction product.